Dataset: Full USPTO retrosynthesis dataset with 1.9M reactions from patents (1976-2016). Task: Predict the reactants needed to synthesize the given product. (1) Given the product [CH3:20][O:19][C:9]1[CH:10]=[C:11]([N:14]2[CH:18]=[CH:17][CH:16]=[N:15]2)[CH:12]=[CH:13][C:8]=1[C:5]1[N:4]=[N:3][C:2]([C:29]2[CH2:34][CH2:33][N:32]([C:35]([O:37][C:38]([CH3:41])([CH3:40])[CH3:39])=[O:36])[CH2:31][CH:30]=2)=[CH:7][CH:6]=1, predict the reactants needed to synthesize it. The reactants are: Cl[C:2]1[N:3]=[N:4][C:5]([C:8]2[CH:13]=[CH:12][C:11]([N:14]3[CH:18]=[CH:17][CH:16]=[N:15]3)=[CH:10][C:9]=2[O:19][CH3:20])=[CH:6][CH:7]=1.CC1(C)C(C)(C)OB([C:29]2[CH2:34][CH2:33][N:32]([C:35]([O:37][C:38]([CH3:41])([CH3:40])[CH3:39])=[O:36])[CH2:31][CH:30]=2)O1. (2) Given the product [C:1]([O:5][C:6]([N:8]1[CH2:13][CH2:12][CH2:11][C@H:10]([C:14]2[O:19][N:18]=[C:17]([Br:16])[N:15]=2)[CH2:9]1)=[O:7])([CH3:4])([CH3:2])[CH3:3], predict the reactants needed to synthesize it. The reactants are: [C:1]([O:5][C:6]([N:8]1[CH2:13][CH2:12][CH2:11][C@H:10]([C:14]#[N:15])[CH2:9]1)=[O:7])([CH3:4])([CH3:3])[CH3:2].[Br:16][C:17](Br)=[N:18][OH:19].